This data is from Reaction yield outcomes from USPTO patents with 853,638 reactions. The task is: Predict the reaction yield, written as a fraction of the theoretical maximum amount of product (1.0 means a 100% yield; for example, 0.34 means a 34% yield). (1) The reactants are [C:1]1([C:10]([O:12]CC)=[O:11])[CH:2]=[CH:3][N:4]2[C:9]=1[CH:8]=[CH:7][CH:6]=[CH:5]2.[OH-].[Na+]. The catalyst is C1COCC1. The product is [C:1]1([C:10]([OH:12])=[O:11])[CH:2]=[CH:3][N:4]2[C:9]=1[CH:8]=[CH:7][CH:6]=[CH:5]2. The yield is 0.450. (2) The reactants are Br[C:2]1[C:11]2[C:6](=[CH:7][CH:8]=[C:9]([OH:12])[CH:10]=2)[N:5]=[C:4]([C:13]2[CH:18]=[CH:17][C:16]([OH:19])=[C:15]([F:20])[CH:14]=2)[CH:3]=1.B(O)(O)[C:22]1[CH:23]=[CH:24][C:25]([CH3:28])=[CH:26][CH:27]=1. No catalyst specified. The product is [F:20][C:15]1[CH:14]=[C:13]([C:4]2[CH:3]=[C:2]([C:22]3[CH:27]=[CH:26][C:25]([CH3:28])=[CH:24][CH:23]=3)[C:11]3[C:6](=[CH:7][CH:8]=[C:9]([OH:12])[CH:10]=3)[N:5]=2)[CH:18]=[CH:17][C:16]=1[OH:19]. The yield is 0.850. (3) The reactants are Cl.[NH2:2][CH2:3][C:4]([C:6]1[CH:11]=[CH:10][C:9]([Cl:12])=[C:8]([Cl:13])[CH:7]=1)=O.[C:14]([O:17][CH2:18][C:19](Cl)=O)(=[O:16])[CH3:15].C(N(CC)CC)C.C(=O)([O-])O.[Na+].COC1C=CC(P2(=S)SP(=S)(C3C=CC(OC)=CC=3)[S:43]2)=CC=1. The catalyst is C(OCC)(=O)C.O1CCCC1. The product is [C:14]([O:17][CH2:18][C:19]1[S:43][C:4]([C:6]2[CH:11]=[CH:10][C:9]([Cl:12])=[C:8]([Cl:13])[CH:7]=2)=[CH:3][N:2]=1)(=[O:16])[CH3:15]. The yield is 0.130. (4) The reactants are C1CCC(N=C=NC2CCCCC2)CC1.Cl.[CH3:17][NH:18][C:19]([C:21]1[CH:22]=[C:23]([NH:27][CH:28]([C:32]2[CH:37]=[CH:36][CH:35]=[CH:34][CH:33]=2)[C:29]([OH:31])=[O:30])[CH:24]=[CH:25][CH:26]=1)=[O:20].C1C=CC2N(O)N=NC=2C=1.[N:48]12[CH2:55][CH2:54][CH:51]([CH2:52][CH2:53]1)[C@@H:50](O)[CH2:49]2. The catalyst is C1COCC1. The product is [CH3:17][NH:18][C:19]([C:21]1[CH:22]=[C:23]([NH:27][CH:28]([C:32]2[CH:37]=[CH:36][CH:35]=[CH:34][CH:33]=2)[C:29]([O:31][C@@H:50]2[CH:51]3[CH2:54][CH2:55][N:48]([CH2:53][CH2:52]3)[CH2:49]2)=[O:30])[CH:24]=[CH:25][CH:26]=1)=[O:20]. The yield is 1.00. (5) The reactants are Br[C:2]1[CH:7]=[CH:6][C:5]([NH:8][C:9](=[O:23])[NH:10][C:11]2[CH:21]=[CH:20][C:14]([C:15]([N:17]([CH3:19])[CH3:18])=[O:16])=[C:13]([F:22])[CH:12]=2)=[CH:4][CH:3]=1.[B:24]1([B:24]2[O:28][C:27]([CH3:30])([CH3:29])[C:26]([CH3:32])([CH3:31])[O:25]2)[O:28][C:27]([CH3:30])([CH3:29])[C:26]([CH3:32])([CH3:31])[O:25]1.CC([O-])=O.[K+].C(Cl)Cl. The yield is 0.330. The product is [F:22][C:13]1[CH:12]=[C:11]([NH:10][C:9]([NH:8][C:5]2[CH:6]=[CH:7][C:2]([B:24]3[O:28][C:27]([CH3:30])([CH3:29])[C:26]([CH3:32])([CH3:31])[O:25]3)=[CH:3][CH:4]=2)=[O:23])[CH:21]=[CH:20][C:14]=1[C:15]([N:17]([CH3:19])[CH3:18])=[O:16]. The catalyst is C(Cl)(Cl)Cl.CO.O1CCOCC1. (6) The yield is 0.940. The catalyst is CO.C(OCC)(=O)C.[Pd]. The product is [NH2:1][C:4]1[CH:5]=[C:6]2[C:11](=[CH:12][CH:13]=1)[O:10][CH:9]=[CH:8][C:7]2=[O:14]. The reactants are [N+:1]([C:4]1[CH:5]=[C:6]2[C:11](=[CH:12][CH:13]=1)[O:10][CH:9]=[CH:8][C:7]2=[O:14])([O-])=O. (7) The reactants are [F:1][C:2]1[C:3]([N:13]2[CH2:18][CH2:17][N:16]([CH2:19][CH2:20][C:21]3[CH:26]=[CH:25][CH:24]=[C:23]([N+:27]([O-])=O)[CH:22]=3)[CH2:15][CH2:14]2)=[C:4]2[C:9](=[CH:10][CH:11]=1)[N:8]=[C:7]([CH3:12])[CH:6]=[CH:5]2.[Cl-].[NH4+]. The catalyst is CO.O.[Fe]. The product is [F:1][C:2]1[C:3]([N:13]2[CH2:14][CH2:15][N:16]([CH2:19][CH2:20][C:21]3[CH:22]=[C:23]([CH:24]=[CH:25][CH:26]=3)[NH2:27])[CH2:17][CH2:18]2)=[C:4]2[C:9](=[CH:10][CH:11]=1)[N:8]=[C:7]([CH3:12])[CH:6]=[CH:5]2. The yield is 0.910.